From a dataset of Catalyst prediction with 721,799 reactions and 888 catalyst types from USPTO. Predict which catalyst facilitates the given reaction. (1) Reactant: [CH3:1][C:2]1([CH3:24])[C:6]([CH3:8])([CH3:7])[O:5][B:4]([C:9]2[CH:14]=[CH:13][CH:12]=[C:11](B3OC(C)(C)C(C)(C)O3)[CH:10]=2)[O:3]1.Br[C:26]1[C:39]2[C:40]3=[C:41]4[C:36](=[CH:37][CH:38]=2)[CH:35]=[CH:34][CH:33]=[C:32]4[CH:31]=[CH:30][C:29]3=[CH:28][CH:27]=1.C([O-])([O-])=O.[Na+].[Na+].CCO. Product: [CH3:24][C:2]1([CH3:1])[C:6]([CH3:8])([CH3:7])[O:5][B:4]([C:9]2[CH:14]=[CH:13][CH:12]=[C:11]([C:33]3[C:32]4[C:41]5=[C:40]6[C:29](=[CH:30][CH:31]=4)[CH:28]=[CH:27][CH:26]=[C:39]6[CH:38]=[CH:37][C:36]5=[CH:35][CH:34]=3)[CH:10]=2)[O:3]1. The catalyst class is: 206. (2) Reactant: [CH3:1][NH:2][C:3]1[CH:8]=[CH:7][C:6]([CH2:9][OH:10])=[CH:5][CH:4]=1.N1C=CN=C1.[CH3:16][C:17]([Si:20](Cl)([CH3:22])[CH3:21])([CH3:19])[CH3:18]. Product: [Si:20]([O:10][CH2:9][C:6]1[CH:7]=[CH:8][C:3]([NH:2][CH3:1])=[CH:4][CH:5]=1)([C:17]([CH3:19])([CH3:18])[CH3:16])([CH3:22])[CH3:21]. The catalyst class is: 34. (3) Reactant: [CH3:1][O:2][C:3]1[CH:28]=[CH:27][C:6]([CH2:7][O:8][C:9]2[C:14]([O:15][CH2:16][C:17]3[CH:22]=[CH:21][C:20]([O:23][CH3:24])=[CH:19][CH:18]=3)=[CH:13][N:12]=[C:11]([CH2:25]O)[CH:10]=2)=[CH:5][CH:4]=1.[C:29]1(=[O:39])[NH:33][C:32](=[O:34])[C:31]2=[CH:35][CH:36]=[CH:37][CH:38]=[C:30]12.C1(P(C2C=CC=CC=2)C2C=CC=CC=2)C=CC=CC=1.N(C(OC(C)C)=O)=NC(OC(C)C)=O. Product: [CH3:1][O:2][C:3]1[CH:28]=[CH:27][C:6]([CH2:7][O:8][C:9]2[C:14]([O:15][CH2:16][C:17]3[CH:22]=[CH:21][C:20]([O:23][CH3:24])=[CH:19][CH:18]=3)=[CH:13][N:12]=[C:11]([CH2:25][N:33]3[C:29](=[O:39])[C:30]4[C:31](=[CH:35][CH:36]=[CH:37][CH:38]=4)[C:32]3=[O:34])[CH:10]=2)=[CH:5][CH:4]=1. The catalyst class is: 1. (4) Reactant: [CH2:1]([O:8][C:9]1[CH:14]=[CH:13][N:12]([C:15]2[CH:16]=[CH:17][C:18]3[C:19]4[CH2:28][NH:27][CH2:26][CH2:25][C:20]=4[N:21]([CH3:24])[C:22]=3[CH:23]=2)[C:11](=[O:29])[CH:10]=1)[C:2]1[CH:7]=[CH:6][CH:5]=[CH:4][CH:3]=1.Cl[CH2:31][C:32](Cl)=[O:33].C[CH2:36][N:37](CC)[CH2:38]C.N(C)C.C([O-])([O-])=O.[K+].[K+]. Product: [CH2:1]([O:8][C:9]1[CH:14]=[CH:13][N:12]([C:15]2[CH:16]=[CH:17][C:18]3[C:19]4[CH2:28][N:27]([C:32](=[O:33])[CH2:31][N:37]([CH3:38])[CH3:36])[CH2:26][CH2:25][C:20]=4[N:21]([CH3:24])[C:22]=3[CH:23]=2)[C:11](=[O:29])[CH:10]=1)[C:2]1[CH:3]=[CH:4][CH:5]=[CH:6][CH:7]=1. The catalyst class is: 59. (5) Reactant: C[O:2][C:3](=[O:15])[CH:4]([O:13][CH3:14])[CH2:5][C:6]1[CH:11]=[CH:10][CH:9]=[C:8]([OH:12])[CH:7]=1.C(=O)([O-])[O-].[Cs+].[Cs+].Br[CH2:23][CH2:24][CH2:25][O:26][C:27]1[CH:32]=[CH:31][C:30]([C:33]2[CH:38]=[CH:37][CH:36]=[CH:35][CH:34]=2)=[CH:29][CH:28]=1. Product: [C:30]1([C:33]2[CH:34]=[CH:35][CH:36]=[CH:37][CH:38]=2)[CH:29]=[CH:28][C:27]([O:26][CH2:25][CH2:24][CH2:23][O:12][C:8]2[CH:7]=[C:6]([CH2:5][CH:4]([O:13][CH3:14])[C:3]([OH:2])=[O:15])[CH:11]=[CH:10][CH:9]=2)=[CH:32][CH:31]=1. The catalyst class is: 3. (6) Reactant: [C:1]1([C:20]2[CH:25]=[CH:24][CH:23]=[CH:22][CH:21]=2)[CH:6]=[CH:5][C:4]([CH2:7][C@H:8]2[N:12]([C:13](=[O:18])[C:14]([CH3:17])([CH3:16])[CH3:15])[C:11](=[O:19])[CH2:10][CH2:9]2)=[CH:3][CH:2]=1.[CH3:26][Si]([N-][Si](C)(C)C)(C)C.[K+].S(OC)(OC)(=O)=O. Product: [C:1]1([C:20]2[CH:21]=[CH:22][CH:23]=[CH:24][CH:25]=2)[CH:2]=[CH:3][C:4]([CH2:7][C@H:8]2[N:12]([C:13](=[O:18])[C:14]([CH3:16])([CH3:17])[CH3:15])[C:11](=[O:19])[C@H:10]([CH3:26])[CH2:9]2)=[CH:5][CH:6]=1. The catalyst class is: 11. (7) Reactant: C(OC(=O)[NH:10][CH2:11][CH2:12][CH2:13][CH2:14][C:15]1[CH:20]=[CH:19][C:18]([NH:21][CH2:22][C@@H:23]([OH:26])[CH2:24][OH:25])=[CH:17][CH:16]=1)C1C=CC=CC=1. Product: [OH:26][C@@H:23]([CH2:24][OH:25])[CH2:22][NH:21][C:18]1[CH:19]=[CH:20][C:15]([CH2:14][CH2:13][CH2:12][CH2:11][NH2:10])=[CH:16][CH:17]=1. The catalyst class is: 19. (8) Reactant: [Cl:1][C:2]1[CH:10]=[CH:9][CH:8]=[C:7]2[C:3]=1[CH:4]=[CH:5][NH:6]2.C([BH3-])#N.[Na+]. Product: [Cl:1][C:2]1[CH:10]=[CH:9][CH:8]=[C:7]2[C:3]=1[CH2:4][CH2:5][NH:6]2. The catalyst class is: 86. (9) Reactant: [C:1]([NH:4][C:5]1[CH:24]=[CH:23][C:8]([CH2:9][N:10]2[CH2:14][CH2:13][C@H:12]([NH:15][C:16](=[O:21])[C:17]([F:20])([F:19])[F:18])[C:11]2=[O:22])=[CH:7][CH:6]=1)(=[O:3])[CH3:2].C(OC(=O)C)(=O)C.[N:32]([O-:34])=[O:33].[Na+].[N+]([O-])(O)=O. Product: [C:1]([NH:4][C:5]1[CH:6]=[CH:7][C:8]([CH2:9][N:10]2[CH2:14][CH2:13][C@H:12]([NH:15][C:16](=[O:21])[C:17]([F:18])([F:19])[F:20])[C:11]2=[O:22])=[CH:23][C:24]=1[N+:32]([O-:34])=[O:33])(=[O:3])[CH3:2]. The catalyst class is: 313.